Dataset: NCI-60 drug combinations with 297,098 pairs across 59 cell lines. Task: Regression. Given two drug SMILES strings and cell line genomic features, predict the synergy score measuring deviation from expected non-interaction effect. Drug 1: CC(CN1CC(=O)NC(=O)C1)N2CC(=O)NC(=O)C2. Drug 2: CC12CCC3C(C1CCC2OP(=O)(O)O)CCC4=C3C=CC(=C4)OC(=O)N(CCCl)CCCl.[Na+]. Cell line: EKVX. Synergy scores: CSS=6.63, Synergy_ZIP=-2.61, Synergy_Bliss=-2.43, Synergy_Loewe=-3.99, Synergy_HSA=-1.80.